This data is from Reaction yield outcomes from USPTO patents with 853,638 reactions. The task is: Predict the reaction yield, written as a fraction of the theoretical maximum amount of product (1.0 means a 100% yield; for example, 0.34 means a 34% yield). The catalyst is O1CCCC1.C(O)C. The reactants are [C:1]([O:5][C:6]([NH:8][CH2:9][C:10]1[N:11]([CH2:34][CH:35]([CH3:37])[CH3:36])[C:12](=[O:33])[C:13]2[C:18]([C:19]=1[C:20]1[CH:25]=[CH:24][CH:23]=[CH:22][CH:21]=1)=[CH:17][C:16]([CH2:26][CH2:27][C:28]([O:30]CC)=[O:29])=[CH:15][CH:14]=2)=[O:7])([CH3:4])([CH3:3])[CH3:2].[OH-].[Na+].O.Cl. The product is [C:1]([O:5][C:6]([NH:8][CH2:9][C:10]1[N:11]([CH2:34][CH:35]([CH3:37])[CH3:36])[C:12](=[O:33])[C:13]2[C:18]([C:19]=1[C:20]1[CH:21]=[CH:22][CH:23]=[CH:24][CH:25]=1)=[CH:17][C:16]([CH2:26][CH2:27][C:28]([OH:30])=[O:29])=[CH:15][CH:14]=2)=[O:7])([CH3:4])([CH3:3])[CH3:2]. The yield is 0.912.